From a dataset of Reaction yield outcomes from USPTO patents with 853,638 reactions. Predict the reaction yield, written as a fraction of the theoretical maximum amount of product (1.0 means a 100% yield; for example, 0.34 means a 34% yield). (1) The reactants are [CH2:1]([C:3]([C:8]1[C:9]([CH3:14])=[N:10][CH:11]=[CH:12][CH:13]=1)([O:6][CH3:7])[CH2:4][CH3:5])[CH3:2].ClC1C=C(C=CC=1)C(OO)=[O:20]. The catalyst is C(Cl)Cl. The product is [CH2:1]([C:3]([C:8]1[C:9]([CH3:14])=[N+:10]([O-:20])[CH:11]=[CH:12][CH:13]=1)([O:6][CH3:7])[CH2:4][CH3:5])[CH3:2]. The yield is 0.980. (2) The reactants are [N+:1]([C:4]1[CH:5]=[C:6]([CH:22]=[CH:23][CH:24]=1)[CH2:7][CH2:8][N:9]1[CH2:14][CH2:13][N:12]([C:15]([O:17][C:18]([CH3:21])([CH3:20])[CH3:19])=[O:16])[CH2:11][CH2:10]1)([O-])=O.[H][H]. The catalyst is CO.[Pd].[OH-].[OH-].[Pd+2]. The product is [NH2:1][C:4]1[CH:5]=[C:6]([CH:22]=[CH:23][CH:24]=1)[CH2:7][CH2:8][N:9]1[CH2:10][CH2:11][N:12]([C:15]([O:17][C:18]([CH3:20])([CH3:21])[CH3:19])=[O:16])[CH2:13][CH2:14]1. The yield is 0.630. (3) The reactants are [F:1][C:2]1[CH:10]=[C:9]2[C:5]([C:6]([CH:11]3[CH2:16][CH2:15][N:14]([CH3:17])[CH2:13][CH2:12]3)=[CH:7][NH:8]2)=[CH:4][C:3]=1[O:18]C.Cl.N1C=CC=CC=1. No catalyst specified. The product is [F:1][C:2]1[CH:10]=[C:9]2[C:5]([C:6]([CH:11]3[CH2:12][CH2:13][N:14]([CH3:17])[CH2:15][CH2:16]3)=[CH:7][NH:8]2)=[CH:4][C:3]=1[OH:18]. The yield is 0.930. (4) The reactants are [NH2:1][C@@H:2]1[CH2:7][CH2:6][C@H:5]([C:8]([OH:10])=[O:9])[CH2:4][CH2:3]1.C(=O)([O-])[O-].[K+].[K+].[CH2:17](Br)[C:18]1[CH:23]=[CH:22][CH:21]=[CH:20][CH:19]=1. The catalyst is C(#N)C. The product is [CH2:17]([N:1]([C@@H:2]1[CH2:7][CH2:6][C@H:5]([C:8]([O:10][CH2:8][C:5]2[CH:6]=[CH:7][CH:2]=[CH:3][CH:4]=2)=[O:9])[CH2:4][CH2:3]1)[CH2:17][C:18]1[CH:23]=[CH:22][CH:21]=[CH:20][CH:19]=1)[C:18]1[CH:23]=[CH:22][CH:21]=[CH:20][CH:19]=1. The yield is 0.510. (5) The reactants are [C:1]1([S:7]([CH2:10][C:11]#[N:12])(=[O:9])=[O:8])[CH:6]=[CH:5][CH:4]=[CH:3][CH:2]=1.[OH:13][C:14]1[CH:21]=[CH:20][C:17]([CH:18]=O)=[CH:16][CH:15]=1. The catalyst is CN(C=O)C.C1(C)C=CC=CC=1. The product is [C:1]1([S:7]([C:10](=[CH:18][C:17]2[CH:20]=[CH:21][C:14]([OH:13])=[CH:15][CH:16]=2)[C:11]#[N:12])(=[O:8])=[O:9])[CH:2]=[CH:3][CH:4]=[CH:5][CH:6]=1. The yield is 0.660. (6) The reactants are [Cl:1][C:2]1[CH:3]=[C:4]([C:8]2[N:13]=[C:12]([NH:14][C:15]3[N:20]=[CH:19][C:18]([CH2:21][C:22]([OH:24])=O)=[CH:17][CH:16]=3)[CH:11]=[C:10]([CH:25]3[CH2:27][CH2:26]3)[N:9]=2)[CH:5]=[CH:6][CH:7]=1.[CH2:28]([CH2:30][NH2:31])[OH:29].C(N(C(C)C)CC)(C)C.CN(C(ON1N=NC2C=CC=NC1=2)=[N+](C)C)C.F[P-](F)(F)(F)(F)F. The catalyst is O. The product is [Cl:1][C:2]1[CH:3]=[C:4]([C:8]2[N:13]=[C:12]([NH:14][C:15]3[N:20]=[CH:19][C:18]([CH2:21][C:22]([NH:31][CH2:30][CH2:28][OH:29])=[O:24])=[CH:17][CH:16]=3)[CH:11]=[C:10]([CH:25]3[CH2:26][CH2:27]3)[N:9]=2)[CH:5]=[CH:6][CH:7]=1. The yield is 0.330.